From a dataset of Reaction yield outcomes from USPTO patents with 853,638 reactions. Predict the reaction yield, written as a fraction of the theoretical maximum amount of product (1.0 means a 100% yield; for example, 0.34 means a 34% yield). (1) The reactants are [OH-].[Li+].[Cl:3][C:4]1[CH:9]=[CH:8][CH:7]=[C:6]([Cl:10])[C:5]=1[N:11]1[CH:39]=[CH:38][C:14]2[N:15]=[C:16]([NH:19][C:20]3[CH:25]=[CH:24][C:23]([N:26]4[CH2:31][CH2:30][N:29]([CH2:32][C:33]([O:35]CC)=[O:34])[CH2:28][CH2:27]4)=[CH:22][CH:21]=3)[N:17]=[CH:18][C:13]=2[C:12]1=[O:40].O.Cl. The catalyst is CO. The product is [Cl:10][C:6]1[CH:7]=[CH:8][CH:9]=[C:4]([Cl:3])[C:5]=1[N:11]1[CH:39]=[CH:38][C:14]2[N:15]=[C:16]([NH:19][C:20]3[CH:21]=[CH:22][C:23]([N:26]4[CH2:27][CH2:28][N:29]([CH2:32][C:33]([OH:35])=[O:34])[CH2:30][CH2:31]4)=[CH:24][CH:25]=3)[N:17]=[CH:18][C:13]=2[C:12]1=[O:40]. The yield is 0.910. (2) The reactants are [F:1][C:2]1[CH:3]=[CH:4][C:5]2[S:11][CH2:10][CH2:9][CH2:8][NH:7][C:6]=2[CH:12]=1.[N:13]([O-])=[O:14].[Na+].O. The catalyst is C(O)(=O)C. The product is [F:1][C:2]1[CH:3]=[CH:4][C:5]2[S:11][CH2:10][CH2:9][CH2:8][N:7]([N:13]=[O:14])[C:6]=2[CH:12]=1. The yield is 0.920. (3) The reactants are CS(C)=O.[O:5]=[C:6]1[C@@H:12]([NH:13][C:14](=[O:38])[C@H:15]([OH:37])[C@@H:16]([NH:20][C:21]([C:23]2([NH:29][C:30]([N:32]3[CH2:36][CH2:35][CH2:34][CH2:33]3)=[O:31])[CH2:28][CH2:27][CH2:26][CH2:25][CH2:24]2)=[O:22])[CH:17]([CH3:19])[CH3:18])[CH2:11][CH2:10][CH2:9][CH2:8][NH:7]1.I(C1C=CC=CC=1C(O)=O)(=O)=O.S([O-])([O-])(=O)=S.[Na+].[Na+]. The catalyst is O.C(OCC)(=O)C. The product is [O:5]=[C:6]1[C@@H:12]([NH:13][C:14](=[O:38])[C:15](=[O:37])[C@@H:16]([NH:20][C:21]([C:23]2([NH:29][C:30]([N:32]3[CH2:33][CH2:34][CH2:35][CH2:36]3)=[O:31])[CH2:28][CH2:27][CH2:26][CH2:25][CH2:24]2)=[O:22])[CH:17]([CH3:18])[CH3:19])[CH2:11][CH2:10][CH2:9][CH2:8][NH:7]1. The yield is 0.590. (4) The reactants are [Cl:1][C:2]1[CH:10]=[CH:9][C:8]2[NH:7][C:6]3[CH2:11][CH2:12][N:13]([CH3:15])[CH2:14][C:5]=3[C:4]=2[CH:3]=1.[OH-].[K+].[CH3:18][C:19]1[CH:24]=[N:23][C:22]([CH:25]=[CH2:26])=[CH:21][N:20]=1. The catalyst is CN1CCCC1=O.O. The product is [Cl:1][C:2]1[CH:10]=[CH:9][C:8]2[N:7]([CH2:26][CH2:25][C:22]3[CH:21]=[N:20][C:19]([CH3:18])=[CH:24][N:23]=3)[C:6]3[CH2:11][CH2:12][N:13]([CH3:15])[CH2:14][C:5]=3[C:4]=2[CH:3]=1. The yield is 0.540. (5) The yield is 1.00. The catalyst is CO.Cl.C(OCC)(=O)C. The product is [CH3:1][O:2][C:3]1[C:12]2[C:7](=[CH:8][CH:9]=[C:10]([C:13]([OH:15])=[O:14])[CH:11]=2)[CH:6]=[CH:5][N:4]=1. The reactants are [CH3:1][O:2][C:3]1[C:12]2[C:7](=[CH:8][CH:9]=[C:10]([C:13]([O:15]C)=[O:14])[CH:11]=2)[CH:6]=[CH:5][N:4]=1.[OH-].[Li+]. (6) The reactants are [NH2:1][C:2]1[CH:3]=[C:4]([CH:9]([NH:11][S:12]([C:14]([CH3:17])([CH3:16])[CH3:15])=[O:13])[CH3:10])[CH:5]=[CH:6][C:7]=1[NH2:8].C1N=CN([C:23](N2C=NC=C2)=[O:24])C=1.O. The catalyst is C1COCC1.C(Cl)Cl. The product is [CH3:17][C:14]([S:12]([NH:11][CH:9]([C:4]1[CH:5]=[CH:6][C:7]2[NH:8][C:23](=[O:24])[NH:1][C:2]=2[CH:3]=1)[CH3:10])=[O:13])([CH3:16])[CH3:15]. The yield is 0.650.